From a dataset of Peptide-MHC class I binding affinity with 185,985 pairs from IEDB/IMGT. Regression. Given a peptide amino acid sequence and an MHC pseudo amino acid sequence, predict their binding affinity value. This is MHC class I binding data. (1) The peptide sequence is KKALIEDPW. The MHC is Mamu-B17 with pseudo-sequence Mamu-B17. The binding affinity (normalized) is 0.909. (2) The peptide sequence is KGAGTGGLGL. The MHC is HLA-B52:01 with pseudo-sequence HLA-B52:01. The binding affinity (normalized) is 0. (3) The MHC is HLA-A11:01 with pseudo-sequence HLA-A11:01. The peptide sequence is VGINMSKKK. The binding affinity (normalized) is 0.183. (4) The peptide sequence is MYTNVDQDLV. The MHC is Patr-A0701 with pseudo-sequence Patr-A0701. The binding affinity (normalized) is 0.562. (5) The peptide sequence is TKIIGATAL. The MHC is H-2-Kd with pseudo-sequence H-2-Kd. The binding affinity (normalized) is 0.165. (6) The peptide sequence is YKSRCYVGL. The MHC is HLA-A02:19 with pseudo-sequence HLA-A02:19. The binding affinity (normalized) is 0.0847. (7) The peptide sequence is RPREATIIY. The MHC is HLA-C04:01 with pseudo-sequence HLA-C04:01. The binding affinity (normalized) is 0.213. (8) The peptide sequence is SSAEKIVV. The MHC is Mamu-A02 with pseudo-sequence Mamu-A02. The binding affinity (normalized) is 0.